This data is from Reaction yield outcomes from USPTO patents with 853,638 reactions. The task is: Predict the reaction yield, written as a fraction of the theoretical maximum amount of product (1.0 means a 100% yield; for example, 0.34 means a 34% yield). The reactants are [CH3:1][O:2][C:3]1[CH:9]=[C:8]([O:10][CH3:11])[CH:7]=[CH:6][C:4]=1[NH2:5].[CH:12]([CH:14]=[CH2:15])=O.Cl.[OH-].[Na+]. The catalyst is CCOC(C)=O. The product is [CH3:11][O:10][C:8]1[CH:7]=[C:6]2[C:4](=[C:3]([O:2][CH3:1])[CH:9]=1)[N:5]=[CH:15][CH:14]=[CH:12]2. The yield is 0.260.